This data is from Cav3 T-type calcium channel HTS with 100,875 compounds. The task is: Binary Classification. Given a drug SMILES string, predict its activity (active/inactive) in a high-throughput screening assay against a specified biological target. The compound is Fc1ccc(NC(=O)COC(=O)c2c(oc(c2)C)C)cc1. The result is 0 (inactive).